From a dataset of Full USPTO retrosynthesis dataset with 1.9M reactions from patents (1976-2016). Predict the reactants needed to synthesize the given product. (1) Given the product [CH3:8][C:6]1[CH:5]=[C:4]([CH2:9][C:10](=[O:33])[C:11]([O:29][CH2:30][O:31][CH3:32])([C:25]([F:26])([F:27])[F:28])[CH2:12][C:13]([C:16]2[CH:21]=[C:20]([F:22])[CH:19]=[CH:18][C:17]=2[O:23][CH3:24])([CH3:15])[CH3:14])[CH:3]=[C:2]([CH3:1])[CH:7]=1, predict the reactants needed to synthesize it. The reactants are: [CH3:1][C:2]1[CH:3]=[C:4]([CH2:9][CH:10]([OH:33])[C:11]([O:29][CH2:30][O:31][CH3:32])([C:25]([F:28])([F:27])[F:26])[CH2:12][C:13]([C:16]2[CH:21]=[C:20]([F:22])[CH:19]=[CH:18][C:17]=2[O:23][CH3:24])([CH3:15])[CH3:14])[CH:5]=[C:6]([CH3:8])[CH:7]=1.CC(OI1(OC(C)=O)(OC(C)=O)OC(=O)C2C1=CC=CC=2)=O. (2) Given the product [F:1][C:2]1[CH:3]=[C:4]2[C:8](=[C:9]([N+:11]([O-:13])=[O:12])[CH:10]=1)[NH:7][C:6]([C:14]([OH:16])=[O:15])=[CH:5]2, predict the reactants needed to synthesize it. The reactants are: [F:1][C:2]1[CH:3]=[C:4]2[C:8](=[C:9]([N+:11]([O-:13])=[O:12])[CH:10]=1)[NH:7][C:6]([C:14]([O:16]CC)=[O:15])=[CH:5]2.[OH-].[K+].C(OCC)(=O)C. (3) Given the product [C:31]([C@H:26]([N:15]([CH2:14][C:13]([OH:34])=[O:12])[S:16]([C:19]1[CH:20]=[CH:21][C:22]([Cl:25])=[CH:23][CH:24]=1)(=[O:17])=[O:18])[CH2:27][CH:28]([CH3:30])[CH3:29])(=[O:33])[NH2:32], predict the reactants needed to synthesize it. The reactants are: FC(F)(F)C(O)=O.C([O:12][C:13](=[O:34])[CH2:14][N:15]([C@@H:26]([C:31](=[O:33])[NH2:32])[CH2:27][CH:28]([CH3:30])[CH3:29])[S:16]([C:19]1[CH:24]=[CH:23][C:22]([Cl:25])=[CH:21][CH:20]=1)(=[O:18])=[O:17])(C)(C)C.